Dataset: Forward reaction prediction with 1.9M reactions from USPTO patents (1976-2016). Task: Predict the product of the given reaction. (1) Given the reactants [CH3:1][O:2][C:3]1[CH:4]=[C:5]2[C:10](=[CH:11][C:12]=1[O:13][CH3:14])[N:9]=[CH:8][CH:7]=[C:6]2[O:15][C:16]1[C:22]([CH3:23])=[CH:21][C:19]([NH2:20])=[C:18]([CH3:24])[CH:17]=1.Cl[C:26](Cl)([O:28][C:29](=[O:35])OC(Cl)(Cl)Cl)Cl.[C:37]1(CO)[CH:42]=[CH:41][CH:40]=[CH:39][CH:38]=1.C(=O)(O)[O-].[Na+], predict the reaction product. The product is: [CH3:1][O:2][C:3]1[CH:4]=[C:5]2[C:10](=[CH:11][C:12]=1[O:13][CH3:14])[N:9]=[CH:8][CH:7]=[C:6]2[O:15][C:16]1[C:22]([CH3:23])=[CH:21][C:19]([NH:20][C:29](=[O:35])[O:28][CH2:26][C:37]2[CH:42]=[CH:41][CH:40]=[CH:39][CH:38]=2)=[C:18]([CH3:24])[CH:17]=1. (2) Given the reactants CS(Cl)(=O)=O.O[CH2:7][CH2:8][C:9]1C=C2[C:16](=[CH:17][CH:18]=1)C=C(N1C=CC=[CH:21][C:20]1=[O:25])C=C2.[CH3:26][CH2:27]N(CC)CC, predict the reaction product. The product is: [CH3:26][CH2:27][O:25][CH2:20][CH3:21].[CH3:7][CH2:8][CH2:9][CH2:18][CH2:17][CH3:16]. (3) Given the reactants [C:1](/[C:3](/[C:22]([O:24]CC)=O)=[CH:4]\[NH:5][C:6]1[CH2:11][CH2:10][N:9]([C:12]([O:14][CH2:15][C:16]2[CH:21]=[CH:20][CH:19]=[CH:18][CH:17]=2)=[O:13])[CH2:8][CH:7]=1)#[N:2], predict the reaction product. The product is: [C:1]([C:3]1[C:22](=[O:24])[C:11]2[CH2:10][N:9]([C:12]([O:14][CH2:15][C:16]3[CH:17]=[CH:18][CH:19]=[CH:20][CH:21]=3)=[O:13])[CH2:8][CH2:7][C:6]=2[NH:5][CH:4]=1)#[N:2].